Task: Predict the reactants needed to synthesize the given product.. Dataset: Full USPTO retrosynthesis dataset with 1.9M reactions from patents (1976-2016) (1) Given the product [CH:28]([O:31][C:32]([C:33]1[C:34]([CH3:48])=[C:35]([C:20]2[CH:21]=[CH:22][CH:23]=[C:18]([S:15]([C:13]3[CH:14]=[C:10]([C:8]([NH:7][C:6]([O:5][C:1]([CH3:4])([CH3:3])[CH3:2])=[O:27])=[NH:9])[S:11][C:12]=3[S:25][CH3:26])(=[O:17])=[O:16])[CH:19]=2)[CH:36]=[CH:37][CH:38]=1)=[O:49])([CH3:30])[CH3:29], predict the reactants needed to synthesize it. The reactants are: [C:1]([O:5][C:6](=[O:27])[NH:7][C:8]([C:10]1[S:11][C:12]([S:25][CH3:26])=[C:13]([S:15]([C:18]2[CH:23]=[CH:22][CH:21]=[C:20](Br)[CH:19]=2)(=[O:17])=[O:16])[CH:14]=1)=[NH:9])([CH3:4])([CH3:3])[CH3:2].[CH:28]([O:31][C:32](=[O:49])[C:33]1[CH:38]=[CH:37][CH:36]=[C:35](B2OC(C)(C)C(C)(C)O2)[C:34]=1[CH3:48])([CH3:30])[CH3:29].C([O-])([O-])=O.[Na+].[Na+].C(O)C. (2) Given the product [CH2:1]([O:3][C:4]([C:6]1[C:10]([Br:11])=[C:9]([Br:12])[N:8]([CH2:13][C:18]2[CH:17]=[CH:16][CH:15]=[CH:14][CH:21]=2)[C:7]=1[CH2:19][Br:20])=[O:5])[CH3:2], predict the reactants needed to synthesize it. The reactants are: [CH2:1]([O:3][C:4]([C:6]1[C:10]([Br:11])=[C:9]([Br:12])[N:8]([C:13]2[CH:18]=[CH:17][CH:16]=[CH:15][CH:14]=2)[C:7]=1[CH2:19][Br:20])=[O:5])[CH3:2].[CH2:21](OC(C1C=CN(CC2C=CC=CC=2)C=1C)=O)C. (3) Given the product [Cl:2][C:3]1[C:4]([F:32])=[C:5]([NH:9][C:10]2[C:19]3[C:14](=[CH:15][C:16]([O:30][CH3:31])=[C:17]([O:20][C@@H:21]4[CH2:25][N:24]([CH3:35])[C@H:23]([C:26]([O:28][CH3:29])=[O:27])[CH2:22]4)[CH:18]=3)[N:13]=[CH:12][N:11]=2)[CH:6]=[CH:7][CH:8]=1, predict the reactants needed to synthesize it. The reactants are: Cl.[Cl:2][C:3]1[C:4]([F:32])=[C:5]([NH:9][C:10]2[C:19]3[C:14](=[CH:15][C:16]([O:30][CH3:31])=[C:17]([O:20][C@H:21]4[CH2:25][NH:24][C@H:23]([C:26]([O:28][CH3:29])=[O:27])[CH2:22]4)[CH:18]=3)[N:13]=[CH:12][N:11]=2)[CH:6]=[CH:7][CH:8]=1.C=O.[C:35]([BH3-])#N.[Na+].S([O-])([O-])(=O)=O.[Mg+2]. (4) Given the product [NH2:15][C@@H:16]([C:21]([OH:23])=[O:22])[C@H:17]([CH2:19][CH3:20])[CH3:18], predict the reactants needed to synthesize it. The reactants are: N1CC(=O)NC1=O.N1CC(=O)NC1=O.[NH2:15][C@H:16]([C:21]([OH:23])=[O:22])[C@H:17]([CH2:19][CH3:20])[CH3:18].C(N[C@@H](C(O)=O)[C@H](CC)C)(=O)N. (5) Given the product [C:44]([O:48][C:49](=[O:60])[CH2:50][C:51]1[CH:52]=[CH:53][C:54]([CH2:57][CH2:58][NH:59][C:10](=[O:11])[C@@H:9]([NH:8][C:6](=[O:7])[C@@H:5]([NH:4][C:1](=[O:3])[CH3:2])[CH2:37][C:38]2[CH:39]=[CH:40][CH:41]=[CH:42][CH:43]=2)[CH2:13][C:14]2[CH:19]=[CH:18][C:17]([N:20]3[CH2:24][C:23](=[O:25])[N:22]([CH2:26][C:27]4[CH:32]=[CH:31][C:30]([O:33][CH3:34])=[CH:29][CH:28]=4)[S:21]3(=[O:36])=[O:35])=[CH:16][CH:15]=2)=[CH:55][CH:56]=1)([CH3:45])([CH3:47])[CH3:46], predict the reactants needed to synthesize it. The reactants are: [C:1]([NH:4][C@@H:5]([CH2:37][C:38]1[CH:43]=[CH:42][CH:41]=[CH:40][CH:39]=1)[C:6]([NH:8][C@@H:9]([CH2:13][C:14]1[CH:19]=[CH:18][C:17]([N:20]2[CH2:24][C:23](=[O:25])[N:22]([CH2:26][C:27]3[CH:32]=[CH:31][C:30]([O:33][CH3:34])=[CH:29][CH:28]=3)[S:21]2(=[O:36])=[O:35])=[CH:16][CH:15]=1)[C:10](O)=[O:11])=[O:7])(=[O:3])[CH3:2].[C:44]([O:48][C:49](=[O:60])[CH2:50][C:51]1[CH:56]=[CH:55][C:54]([CH2:57][CH2:58][NH2:59])=[CH:53][CH:52]=1)([CH3:47])([CH3:46])[CH3:45].C1C=CC2N(O)N=NC=2C=1.CCN=C=NCCCN(C)C. (6) Given the product [Cl:14][C:9]1[CH:8]=[CH:7][N:6]=[C:5]2[NH:1][CH:2]=[CH:3][C:4]=12, predict the reactants needed to synthesize it. The reactants are: [NH:1]1[C:5]2=[N+:6]([O-])[CH:7]=[CH:8][CH:9]=[C:4]2[CH:3]=[CH:2]1.N.P(Cl)(Cl)([Cl:14])=O. (7) Given the product [CH3:34][C:35]1[C:39]([C:40]2[CH:49]=[C:48]3[C:43]([C:44]([NH:53][C:54]4[CH:55]=[C:56]([CH:57]=[CH:58][CH:59]=4)[C:60]([O:62][CH2:63][CH3:64])=[O:61])=[C:45]([C:50]([NH:73][CH2:72][C:71]4[CH:74]=[CH:75][C:68]([O:67][CH3:66])=[CH:69][CH:70]=4)=[O:52])[CH:46]=[N:47]3)=[CH:42][CH:41]=2)=[C:38]([CH3:65])[O:37][N:36]=1, predict the reactants needed to synthesize it. The reactants are: F[P-](F)(F)(F)(F)F.N1(O[P+](N2CCCC2)(N2CCCC2)N2CCCC2)C2C=CC=CC=2N=N1.[CH3:34][C:35]1[C:39]([C:40]2[CH:49]=[C:48]3[C:43]([C:44]([NH:53][C:54]4[CH:59]=[CH:58][CH:57]=[C:56]([C:60]([O:62][CH2:63][CH3:64])=[O:61])[CH:55]=4)=[C:45]([C:50]([OH:52])=O)[CH:46]=[N:47]3)=[CH:42][CH:41]=2)=[C:38]([CH3:65])[O:37][N:36]=1.[CH3:66][O:67][C:68]1[CH:75]=[CH:74][C:71]([CH2:72][NH2:73])=[CH:70][CH:69]=1.C(N(CC)CC)C.Cl. (8) Given the product [Cl:18][C:19]1([C:22]([OH:23])([CH2:25][CH2:26][CH:27]2[CH2:29][C:28]2([Cl:31])[Cl:30])[CH2:24][N:1]2[CH:5]=[N:4][CH:3]=[N:2]2)[CH2:20][CH2:21]1, predict the reactants needed to synthesize it. The reactants are: [NH:1]1[CH:5]=[N:4][CH:3]=[N:2]1.C(=O)([O-])[O-].[K+].[K+].CC(C)([O-])C.[K+].[Cl:18][C:19]1([C:22]2([CH2:25][CH2:26][CH:27]3[CH2:29][C:28]3([Cl:31])[Cl:30])[CH2:24][O:23]2)[CH2:21][CH2:20]1.